This data is from Reaction yield outcomes from USPTO patents with 853,638 reactions. The task is: Predict the reaction yield, written as a fraction of the theoretical maximum amount of product (1.0 means a 100% yield; for example, 0.34 means a 34% yield). (1) The yield is 0.400. The catalyst is ClCCl.C(N(CC)CC)C. The product is [OH:47][C:40]1[C:39]([CH2:38][NH:37][C:10](=[O:12])[C:9]2[CH:8]=[CH:7][C:6]([CH:2]([CH2:3][CH2:4][CH3:5])[CH3:1])=[CH:14][CH:13]=2)=[C:44]([CH3:45])[CH:43]=[C:42]([CH3:46])[N:41]=1. The reactants are [CH3:1][CH:2]([C:6]1[CH:14]=[CH:13][C:9]([C:10]([OH:12])=O)=[CH:8][CH:7]=1)[CH2:3][CH2:4][CH3:5].Cl.CN(C)CCCN=C=NCC.ON1C2C=CC=CC=2N=N1.[NH2:37][CH2:38][C:39]1[C:40]([OH:47])=[N:41][C:42]([CH3:46])=[CH:43][C:44]=1[CH3:45]. (2) The reactants are [CH3:1][C:2]1[O:6][N:5]=[C:4]([C:7]2[CH:12]=[CH:11][N:10]=[CH:9][N:8]=2)[C:3]=1[CH2:13][O:14][C:15]1[CH:23]=[CH:22][C:18]([C:19]([OH:21])=O)=[CH:17][N:16]=1.[CH2:24]([NH2:26])[CH3:25]. No catalyst specified. The product is [CH2:24]([NH:26][C:19](=[O:21])[C:18]1[CH:22]=[CH:23][C:15]([O:14][CH2:13][C:3]2[C:4]([C:7]3[CH:12]=[CH:11][N:10]=[CH:9][N:8]=3)=[N:5][O:6][C:2]=2[CH3:1])=[N:16][CH:17]=1)[CH3:25]. The yield is 0.780. (3) The product is [CH:1]([CH:4]1[C:9]2=[CH:10][C:11]3[CH:12]=[CH:13][C:14]([S:17][CH3:18])=[CH:15][C:16]=3[N:8]2[CH2:7][CH2:6][N:5]1[C:29]1[N:34]=[C:33]([C:35]([F:37])([F:38])[F:36])[C:32]([C:39]([O:41][CH2:42][CH3:43])=[O:40])=[CH:31][N:30]=1)([CH3:3])[CH3:2]. The reactants are [CH:1]([CH:4]1[C:9]2=[CH:10][C:11]3[CH:12]=[CH:13][C:14]([S:17][CH3:18])=[CH:15][C:16]=3[N:8]2[CH2:7][CH2:6][NH:5]1)([CH3:3])[CH3:2].CCN(C(C)C)C(C)C.Cl[C:29]1[N:34]=[C:33]([C:35]([F:38])([F:37])[F:36])[C:32]([C:39]([O:41][CH2:42][CH3:43])=[O:40])=[CH:31][N:30]=1. The catalyst is CC(O)C. The yield is 0.326. (4) The catalyst is C1COCC1.CN(C=O)C.CCOC(C)=O. The reactants are Cl.[NH:2]1[CH2:7][CH2:6][CH:5]([NH:8][C:9]([C:11]2[C:15]([NH:16][C:17](=[O:26])[C:18]3[C:23]([Cl:24])=[CH:22][CH:21]=[CH:20][C:19]=3[Cl:25])=[CH:14][NH:13][N:12]=2)=[O:10])[CH2:4][CH2:3]1.C(N(CC)C(C)C)(C)C.Cl[C:37]([O:39][CH2:40]Cl)=[O:38].[C:42]([O-:45])(=[O:44])[CH3:43].[K+]. The product is [C:42]([O:45][CH2:40][O:39][C:37]([N:2]1[CH2:7][CH2:6][CH:5]([NH:8][C:9]([C:11]2[C:15]([NH:16][C:17](=[O:26])[C:18]3[C:23]([Cl:24])=[CH:22][CH:21]=[CH:20][C:19]=3[Cl:25])=[CH:14][NH:13][N:12]=2)=[O:10])[CH2:4][CH2:3]1)=[O:38])(=[O:44])[CH3:43]. The yield is 0.220. (5) The reactants are [NH2:1][CH2:2][CH2:3][CH:4]([C:6]1[N:7]=[C:8]([C:11]2[CH:16]=[CH:15][C:14]([F:17])=[CH:13][CH:12]=2)[O:9][CH:10]=1)[OH:5].[F:18][C:19]([F:35])([F:34])[C:20]1[O:24][N:23]=[C:22]([C:25]2[CH:26]=[C:27]([CH:31]=[CH:32][CH:33]=2)[C:28](O)=[O:29])[N:21]=1. No catalyst specified. The product is [F:17][C:14]1[CH:15]=[CH:16][C:11]([C:8]2[O:9][CH:10]=[C:6]([CH:4]([OH:5])[CH2:3][CH2:2][NH:1][C:28](=[O:29])[C:27]3[CH:31]=[CH:32][CH:33]=[C:25]([C:22]4[N:21]=[C:20]([C:19]([F:35])([F:34])[F:18])[O:24][N:23]=4)[CH:26]=3)[N:7]=2)=[CH:12][CH:13]=1. The yield is 0.190. (6) The reactants are [F:1][C:2]1[CH:18]=[CH:17][C:5]2[CH2:6][CH2:7][N:8]([C:11](=[O:16])[C:12]([F:15])([F:14])[F:13])[CH2:9][CH2:10][C:4]=2[C:3]=1OS(C(F)(F)F)(=O)=O.[CH3:27][C:28]([CH3:32])([CH3:31])[C:29]#[CH:30]. No catalyst specified. The product is [CH3:27][C:28]([CH3:32])([CH3:31])[C:29]#[C:30][C:3]1[C:4]2[CH2:10][CH2:9][N:8]([C:11](=[O:16])[C:12]([F:15])([F:13])[F:14])[CH2:7][CH2:6][C:5]=2[CH:17]=[CH:18][C:2]=1[F:1]. The yield is 0.840. (7) The reactants are [CH2:1]=[CH:2][CH2:3][CH2:4][CH2:5][CH3:6].[Cl:7][SiH:8]([Cl:10])[Cl:9]. The catalyst is [Cl-].C([P+](CCCC)(CCCC)CCCC)CCC. The product is [Cl:7][Si:8]([Cl:10])([Cl:9])[CH2:1][CH:2]([Si:8]([Cl:10])([Cl:9])[Cl:7])[CH2:3][CH2:4][CH2:5][CH3:6].[CH2:1]([Si:8]([Cl:10])([Cl:9])[Cl:7])[CH2:2][CH2:3][CH2:4][CH2:5][CH3:6]. The yield is 0.620.